This data is from Catalyst prediction with 721,799 reactions and 888 catalyst types from USPTO. The task is: Predict which catalyst facilitates the given reaction. (1) Reactant: [C:1]1(=O)[C:9]2[C:4](=[CH:5][CH:6]=[CH:7][CH:8]=2)[CH2:3][CH2:2]1.[Li+].C[CH:13]([N-:15]C(C)C)C.C(P(=O)(OCC)OCC)#N. Product: [CH2:3]1[C:4]2[C:9](=[CH:8][CH:7]=[CH:6][CH:5]=2)[C:1]([C:13]#[N:15])=[CH:2]1. The catalyst class is: 1. (2) Reactant: C(O[C:5](=[O:7])[CH3:6])(=O)C.[CH3:8][N:9]([CH3:17])[C:10]1[CH:15]=[CH:14][C:13]([NH2:16])=[CH:12][CH:11]=1.CCOCC. Product: [C:5]([NH:16][C:13]1[CH:14]=[CH:15][C:10]([N:9]([CH3:17])[CH3:8])=[CH:11][CH:12]=1)(=[O:7])[CH3:6]. The catalyst class is: 2. (3) Product: [CH3:1][O:2][C:3]1[CH:4]=[CH:5][C:6]([C:7]([NH:9][C:10]2[C:11]([NH:16][C:39](=[O:40])[CH2:38][CH2:37][CH2:36][C:35](=[O:42])[N:34]3[CH2:31][CH2:32][CH2:33][CH2:28][CH2:29]3)=[CH:12][CH:13]=[CH:14][CH:15]=2)=[O:8])=[CH:17][CH:18]=1. The catalyst class is: 2. Reactant: [CH3:1][O:2][C:3]1[CH:18]=[CH:17][C:6]([C:7]([NH:9][C:10]2[C:11]([NH2:16])=[CH:12][CH:13]=[CH:14][CH:15]=2)=[O:8])=[CH:5][CH:4]=1.COC1C=CC(C(N[C:28]2[C:29]([NH:34][C:35](=[O:42])[CH2:36][CH2:37][CH2:38][C:39](O)=[O:40])=C[CH:31]=[CH:32][CH:33]=2)=O)=CC=1.C1(=O)OC(=O)CCC1.N1C=CC=CC=1. (4) The catalyst class is: 104. Product: [CH3:26][C:2]1[N:3]=[C:4]([N:21]2[CH:25]=[CH:24][CH:23]=[N:22]2)[C:5](=[O:20])[N:6]([CH2:16][CH:17]([CH3:19])[CH3:18])[C:7]=1[C:8]1[C:13]([F:14])=[CH:12][CH:11]=[CH:10][C:9]=1[F:15]. Reactant: Br[C:2]1[N:3]=[C:4]([N:21]2[CH:25]=[CH:24][CH:23]=[N:22]2)[C:5](=[O:20])[N:6]([CH2:16][CH:17]([CH3:19])[CH3:18])[C:7]=1[C:8]1[C:13]([F:14])=[CH:12][CH:11]=[CH:10][C:9]=1[F:15].[CH3:26][Al](C)C. (5) Reactant: [H-].[Na+].[Cl:3][C:4]1[N:5]=[C:6]([Cl:13])[C:7]2[CH:12]=[CH:11][NH:10][C:8]=2[N:9]=1.Cl[CH2:15][O:16][CH2:17][CH2:18][Si:19]([CH3:22])([CH3:21])[CH3:20].C(=O)(O)[O-].[Na+]. Product: [Cl:3][C:4]1[N:5]=[C:6]([Cl:13])[C:7]2[CH:12]=[CH:11][N:10]([CH2:15][O:16][CH2:17][CH2:18][Si:19]([CH3:22])([CH3:21])[CH3:20])[C:8]=2[N:9]=1. The catalyst class is: 3. (6) Reactant: CON(C)[C:4](=[O:17])[CH2:5][CH:6]1[CH2:8][CH:7]1[C:9]1[CH:14]=[CH:13][C:12]([O:15][CH3:16])=[CH:11][CH:10]=1.[OH-:19].[Na+].Cl. Product: [CH3:16][O:15][C:12]1[CH:11]=[CH:10][C:9]([CH:7]2[CH2:8][CH:6]2[CH2:5][C:4]([OH:17])=[O:19])=[CH:14][CH:13]=1. The catalyst class is: 14. (7) Reactant: [NH:1]1[CH2:6][CH2:5][CH2:4][CH2:3][CH2:2]1.[CH2:7]=O.[OH:9][C:10]1[C:17]([OH:18])=[C:16]([OH:19])[CH:15]=[CH:14][C:11]=1[CH:12]=[O:13]. Product: [OH:9][C:10]1[C:17]([OH:18])=[C:16]([OH:19])[C:15]([CH2:7][N:1]2[CH2:6][CH2:5][CH2:4][CH2:3][CH2:2]2)=[CH:14][C:11]=1[CH:12]=[O:13]. The catalyst class is: 8. (8) Reactant: [F:1][C:2]1[CH:10]=[C:9]([I:11])[CH:8]=[CH:7][C:3]=1[C:4](O)=[O:5].C(Cl)(=O)C(Cl)=O.[NH3:18].C(Cl)Cl. Product: [F:1][C:2]1[CH:10]=[C:9]([I:11])[CH:8]=[CH:7][C:3]=1[C:4]([NH2:18])=[O:5]. The catalyst class is: 1. (9) Reactant: C[O:2][C:3]([C:5]1[S:13][C:12]2[CH:11]=[C:10]([CH3:14])[N:9]=[C:8]([Cl:15])[C:7]=2[C:6]=1[O:16][CH2:17][C:18]([O:20][C:21]([CH3:24])([CH3:23])[CH3:22])=[O:19])=O.[CH3:25][NH2:26]. Product: [C:21]([O:20][C:18](=[O:19])[CH2:17][O:16][C:6]1[C:7]2[C:8]([Cl:15])=[N:9][C:10]([CH3:14])=[CH:11][C:12]=2[S:13][C:5]=1[C:3](=[O:2])[NH:26][CH3:25])([CH3:24])([CH3:23])[CH3:22]. The catalyst class is: 1.